This data is from Forward reaction prediction with 1.9M reactions from USPTO patents (1976-2016). The task is: Predict the product of the given reaction. (1) Given the reactants CCN=C=NCCCN(C)C.[C:12]([C:16]1[CH:17]=[C:18]([NH:22][C:23](=[O:36])[C:24]2[CH:29]=[CH:28][C:27]([N:30]3[CH2:35][CH2:34][NH:33][CH2:32][CH2:31]3)=[N:26][CH:25]=2)[CH:19]=[CH:20][CH:21]=1)([CH3:15])([CH3:14])[CH3:13].[OH:37][C:38]1[CH:42]=[C:41]([CH2:43][CH2:44][C:45](O)=[O:46])[O:40][N:39]=1.COC(C1CCC(C(N2CCN(C3C=CC(C(=O)NC4C=CC=C(C(C)(C)C)C=4)=CN=3)CC2)=O)CC1)=O, predict the reaction product. The product is: [C:12]([C:16]1[CH:17]=[C:18]([NH:22][C:23](=[O:36])[C:24]2[CH:29]=[CH:28][C:27]([N:30]3[CH2:35][CH2:34][N:33]([C:45](=[O:46])[CH2:44][CH2:43][C:41]4[O:40][N:39]=[C:38]([OH:37])[CH:42]=4)[CH2:32][CH2:31]3)=[N:26][CH:25]=2)[CH:19]=[CH:20][CH:21]=1)([CH3:15])([CH3:13])[CH3:14]. (2) Given the reactants [NH2:1][C:2]1[C:10]([Br:11])=[CH:9][C:8]([Cl:12])=[CH:7][C:3]=1[C:4]([OH:6])=[O:5].[C:13](Cl)(Cl)=[O:14], predict the reaction product. The product is: [Br:11][C:10]1[C:2]2[NH:1][C:13](=[O:14])[O:5][C:4](=[O:6])[C:3]=2[CH:7]=[C:8]([Cl:12])[CH:9]=1. (3) Given the reactants C1C=CC2N(O)N=NC=2C=1.CCN(C(C)C)C(C)C.[C:20]1([C:33]2[CH:38]=[CH:37][CH:36]=[CH:35][CH:34]=2)[CH:25]=[CH:24][C:23]([NH:26][C:27](=[O:32])[CH2:28][C:29]([OH:31])=O)=[CH:22][CH:21]=1.CCN=C=NCCCN(C)C.Cl.Cl.[Cl:52][C:53]1[CH:58]=[CH:57][C:56]([Cl:59])=[CH:55][C:54]=1[C:60]([N:62]1[CH2:67][CH2:66][NH:65][CH2:64][CH2:63]1)=[O:61], predict the reaction product. The product is: [C:20]1([C:33]2[CH:38]=[CH:37][CH:36]=[CH:35][CH:34]=2)[CH:21]=[CH:22][C:23]([NH:26][C:27](=[O:32])[CH2:28][C:29]([N:65]2[CH2:66][CH2:67][N:62]([C:60](=[O:61])[C:54]3[CH:55]=[C:56]([Cl:59])[CH:57]=[CH:58][C:53]=3[Cl:52])[CH2:63][CH2:64]2)=[O:31])=[CH:24][CH:25]=1.